Dataset: Reaction yield outcomes from USPTO patents with 853,638 reactions. Task: Predict the reaction yield, written as a fraction of the theoretical maximum amount of product (1.0 means a 100% yield; for example, 0.34 means a 34% yield). (1) The reactants are [C:1]([O:9]CC)(=O)[CH2:2][C:3]([O:5][CH2:6][CH3:7])=[O:4].[H-].[Na+].[H][H].[CH3:16][N:17]1[C:22]2[CH:23]=[CH:24][C:25]([CH3:27])=[CH:26][C:21]=2[C:20](=O)[O:19]C1=O.Cl. The catalyst is CC(N(C)C)=O. The product is [CH2:6]([O:5][C:3]([C:2]1[C:1](=[O:9])[N:17]([CH3:16])[C:22]2[C:21]([C:20]=1[OH:19])=[CH:26][C:25]([CH3:27])=[CH:24][CH:23]=2)=[O:4])[CH3:7]. The yield is 0.870. (2) The reactants are C(=O)([O-])[O-].[K+].[K+].[I:7][C:8]1[C:16]2[C:11](=[CH:12][CH:13]=[CH:14][CH:15]=2)[NH:10][N:9]=1.[Cl:17][CH2:18][CH2:19][O:20][CH2:21][CH2:22]Cl. The catalyst is C(#N)C. The product is [Cl:17][CH2:18][CH2:19][O:20][CH2:21][CH2:22][N:10]1[C:11]2[C:16](=[CH:15][CH:14]=[CH:13][CH:12]=2)[C:8]([I:7])=[N:9]1. The yield is 0.560. (3) The reactants are [Mg].[Cl:2][C:3]1[CH:10]=[CH:9][C:6]([CH2:7]Br)=[CH:5][CH:4]=1.[CH:11](=[O:15])[CH:12]([CH3:14])[CH3:13]. The catalyst is CCOCC.II. The product is [Cl:2][C:3]1[CH:10]=[CH:9][C:6]([CH2:7][CH:11]([OH:15])[CH:12]([CH3:14])[CH3:13])=[CH:5][CH:4]=1. The yield is 0.430. (4) The reactants are N1C=CC=CC=1.[C:7]1([CH3:17])[CH:12]=[CH:11][C:10]([S:13](Cl)(=[O:15])=[O:14])=[CH:9][CH:8]=1.[C:18]1([C:24]23[CH2:31][CH2:30][C:27]([CH2:32][OH:33])([CH2:28][CH2:29]2)[CH2:26][CH2:25]3)[CH:23]=[CH:22][CH:21]=[CH:20][CH:19]=1. The catalyst is C(Cl)Cl.CN(C)C1C=CN=CC=1. The product is [C:7]1([CH3:17])[CH:12]=[CH:11][C:10]([S:13]([O:33][CH2:32][C:27]23[CH2:26][CH2:25][C:24]([C:18]4[CH:19]=[CH:20][CH:21]=[CH:22][CH:23]=4)([CH2:29][CH2:28]2)[CH2:31][CH2:30]3)(=[O:15])=[O:14])=[CH:9][CH:8]=1. The yield is 0.890. (5) The reactants are [Br:1][C:2]1[CH:3]=[C:4]2[C:8](=[CH:9][CH:10]=1)[NH:7][C:6](=[O:11])[CH2:5]2.[CH3:12][N:13]1[CH2:18][CH2:17][N:16]([C:19]2[N:24]=[CH:23][C:22]([C:25]3[C:33]4[C:28](=[CH:29][C:30]([CH:34]=O)=[CH:31][CH:32]=4)[NH:27][N:26]=3)=[CH:21][CH:20]=2)[CH2:15][CH2:14]1. No catalyst specified. The product is [Br:1][C:2]1[CH:3]=[C:4]2[C:8](=[CH:9][CH:10]=1)[NH:7][C:6](=[O:11])[C:5]2=[CH:34][C:30]1[CH:29]=[C:28]2[C:33]([C:25]([C:22]3[CH:23]=[N:24][C:19]([N:16]4[CH2:15][CH2:14][N:13]([CH3:12])[CH2:18][CH2:17]4)=[CH:20][CH:21]=3)=[N:26][NH:27]2)=[CH:32][CH:31]=1. The yield is 0.880. (6) The yield is 0.790. The product is [F:10][C:11]1[CH:16]=[CH:15][C:14]([S:17]([C@@:20]2([C:32]3[CH:37]=[CH:36][C:35]([C:38]([F:7])([C:43]([F:46])([F:45])[F:44])[C:39]([F:41])([F:40])[F:42])=[CH:34][CH:33]=3)[CH2:24][CH2:23][N:22]([C:25]([O:27][C:28]([CH3:29])([CH3:30])[CH3:31])=[O:26])[CH2:21]2)(=[O:18])=[O:19])=[CH:13][CH:12]=1. The reactants are C(N(S(F)(F)[F:7])CC)C.[F:10][C:11]1[CH:16]=[CH:15][C:14]([S:17]([C@@:20]2([C:32]3[CH:37]=[CH:36][C:35]([C:38](O)([C:43]([F:46])([F:45])[F:44])[C:39]([F:42])([F:41])[F:40])=[CH:34][CH:33]=3)[CH2:24][CH2:23][N:22]([C:25]([O:27][C:28]([CH3:31])([CH3:30])[CH3:29])=[O:26])[CH2:21]2)(=[O:19])=[O:18])=[CH:13][CH:12]=1. The catalyst is ClCCl. (7) The reactants are C([O:8][C:9]1[C:14](=[O:15])[N:13]([CH3:16])[C:12]([CH2:17][CH:18]2[CH2:23][CH2:22][CH2:21][CH2:20][CH2:19]2)=[N:11][C:10]=1[C:24]([O:26][CH3:27])=[O:25])C1C=CC=CC=1. The catalyst is CCOC(C)=O.[OH-].[OH-].[Pd+2]. The product is [CH3:27][O:26][C:24]([C:10]1[N:11]=[C:12]([CH2:17][CH:18]2[CH2:23][CH2:22][CH2:21][CH2:20][CH2:19]2)[N:13]([CH3:16])[C:14](=[O:15])[C:9]=1[OH:8])=[O:25]. The yield is 0.700. (8) The reactants are [CH3:1][C:2]1[C:3]([CH2:8][N:9]([CH2:20][C:21]2[C:26]([CH3:27])=[CH:25][CH:24]=[CH:23][N:22]=2)[CH:10]2[CH2:15][CH2:14][N:13]([C:16]([NH:18][OH:19])=[NH:17])[CH2:12][CH2:11]2)=[N:4][CH:5]=[CH:6][CH:7]=1.[CH:28]([O-])([O-])OCC. The catalyst is O1CCOCC1. The product is [CH3:1][C:2]1[C:3]([CH2:8][N:9]([CH2:20][C:21]2[C:26]([CH3:27])=[CH:25][CH:24]=[CH:23][N:22]=2)[CH:10]2[CH2:11][CH2:12][N:13]([C:16]3[N:17]=[CH:28][O:19][N:18]=3)[CH2:14][CH2:15]2)=[N:4][CH:5]=[CH:6][CH:7]=1. The yield is 0.690. (9) The reactants are [NH2:1][C:2]1(N)[CH:10]=[CH:9][C:8]([O:11][CH3:12])=[CH:7][CH:3]1[C:4](O)=[O:5].[CH:14]([NH2:16])=O. The catalyst is C(O)C. The product is [CH3:12][O:11][C:8]1[CH:7]=[C:3]2[C:2](=[CH:10][CH:9]=1)[N:1]=[CH:14][NH:16][C:4]2=[O:5]. The yield is 0.500.